From a dataset of Reaction yield outcomes from USPTO patents with 853,638 reactions. Predict the reaction yield, written as a fraction of the theoretical maximum amount of product (1.0 means a 100% yield; for example, 0.34 means a 34% yield). (1) The reactants are [NH2:1][C@@H:2]([C:19]1[CH:24]=[CH:23][CH:22]=[CH:21][CH:20]=1)[C:3]([C:12]1[CH:17]=[CH:16][C:15]([F:18])=[CH:14][CH:13]=1)([C:5]1[CH:10]=[CH:9][C:8]([F:11])=[CH:7][CH:6]=1)[OH:4].[N:25]([CH2:28][C:29]1[CH:34]=[CH:33][C:32]([O:35][CH3:36])=[CH:31][C:30]=1[O:37][CH3:38])=[C:26]=[O:27]. The catalyst is C(Cl)Cl. The product is [F:18][C:15]1[CH:16]=[CH:17][C:12]([C:3]([C:5]2[CH:6]=[CH:7][C:8]([F:11])=[CH:9][CH:10]=2)([OH:4])[C@@H:2]([NH:1][C:26]([NH:25][CH2:28][C:29]2[CH:34]=[CH:33][C:32]([O:35][CH3:36])=[CH:31][C:30]=2[O:37][CH3:38])=[O:27])[C:19]2[CH:24]=[CH:23][CH:22]=[CH:21][CH:20]=2)=[CH:13][CH:14]=1. The yield is 0.750. (2) The reactants are [Br:1][C:2]1[CH:3]=[C:4]2[C:10](I)=[N:9][N:8]([CH:12]3[CH2:17][CH2:16][CH2:15][CH2:14][O:13]3)[C:5]2=[CH:6][N:7]=1.[F:18][C:19]1[CH:24]=[CH:23][CH:22]=[CH:21][C:20]=1B(O)O.C(=O)([O-])[O-].[Na+].[Na+].COCCOC. The catalyst is O.C(O)C. The product is [Br:1][C:2]1[CH:3]=[C:4]2[C:10]([C:20]3[CH:21]=[CH:22][CH:23]=[CH:24][C:19]=3[F:18])=[N:9][N:8]([CH:12]3[CH2:17][CH2:16][CH2:15][CH2:14][O:13]3)[C:5]2=[CH:6][N:7]=1. The yield is 0.380. (3) The reactants are O[CH2:2][C:3]([C:5]1[CH:10]=[CH:9][CH:8]=[CH:7][CH:6]=1)=[O:4].[CH3:11][C:12]1ON=C(C=O)[CH:13]=1.[CH2:19]1[CH2:23]O[CH2:21][CH2:20]1. No catalyst specified. The product is [C:19]1([CH:23]=[CH:2][C:3]([C:5]2[CH:10]=[CH:9][CH:8]=[CH:7][CH:6]=2)=[O:4])[CH:13]=[CH:12][CH:11]=[CH:21][CH:20]=1. The yield is 0.290. (4) The reactants are [CH:1]1([NH:4][C:5]2[C:10]3[C:11]([C:14]([O:16][CH3:17])=[O:15])=[N:12][NH:13][C:9]=3[CH:8]=[CH:7][N:6]=2)[CH2:3][CH2:2]1.[Br:18][C:19]1[CH:20]=[C:21](B(O)O)[CH:22]=[CH:23][CH:24]=1. No catalyst specified. The product is [Br:18][C:19]1[CH:24]=[C:23]([N:13]2[C:9]3[CH:8]=[CH:7][N:6]=[C:5]([NH:4][CH:1]4[CH2:2][CH2:3]4)[C:10]=3[C:11]([C:14]([O:16][CH3:17])=[O:15])=[N:12]2)[CH:22]=[CH:21][CH:20]=1. The yield is 0.410. (5) The reactants are C[O:2][C:3]1[CH:4]=[C:5]2[C:14](=[CH:15][CH:16]=1)[C:9]1[N:10]=[C:11]([NH2:13])[S:12][C:8]=1[CH2:7][CH2:6]2.N1C=CC=CC=1.[C:23](Cl)(=[O:30])[C:24]1[CH:29]=[CH:28][CH:27]=[CH:26][CH:25]=1.ClCCl. The catalyst is ClC(Cl)C. The product is [OH:2][C:3]1[CH:4]=[C:5]2[C:14](=[CH:15][CH:16]=1)[C:9]1[N:10]=[C:11]([NH:13][C:23](=[O:30])[C:24]3[CH:29]=[CH:28][CH:27]=[CH:26][CH:25]=3)[S:12][C:8]=1[CH2:7][CH2:6]2. The yield is 0.110. (6) The reactants are S(Cl)(Cl)=O.S1C=CC=C1CC(O)=O.S1C=CC=C1CC(Cl)=O.[CH3:23][O:24][C:25]1[CH:26]=[C:27]2[C:32](=[CH:33][C:34]=1[O:35][CH3:36])[N:31]=[CH:30][N:29]=[C:28]2[O:37][C:38]1[CH:44]=[CH:43][C:41]([NH2:42])=[CH:40][CH:39]=1.[S:45]1[CH:49]=[CH:48][CH:47]=[C:46]1[CH2:50][C:51]([N:53]=[C:54]=[S:55])=[O:52]. The catalyst is C1(C)C=CC=CC=1.C(O)C. The product is [CH3:23][O:24][C:25]1[CH:26]=[C:27]2[C:32](=[CH:33][C:34]=1[O:35][CH3:36])[N:31]=[CH:30][N:29]=[C:28]2[O:37][C:38]1[CH:44]=[CH:43][C:41]([NH:42][C:54]([NH:53][C:51](=[O:52])[CH2:50][C:46]2[S:45][CH:49]=[CH:48][CH:47]=2)=[S:55])=[CH:40][CH:39]=1. The yield is 0.570.